Dataset: Reaction yield outcomes from USPTO patents with 853,638 reactions. Task: Predict the reaction yield, written as a fraction of the theoretical maximum amount of product (1.0 means a 100% yield; for example, 0.34 means a 34% yield). (1) The reactants are Br[C:2]1[CH:7]=[CH:6][CH:5]=[C:4]([O:8][CH3:9])[N:3]=1.C([Li])CCC.CN(C)[CH:17]=[O:18].[BH4-].[Na+]. The catalyst is C(OCC)(=O)C.O.O1CCCC1.C1(C)C=CC=CC=1. The product is [CH3:9][O:8][C:4]1[N:3]=[C:2]([CH2:17][OH:18])[CH:7]=[CH:6][CH:5]=1. The yield is 0.280. (2) The reactants are [CH2:1]([O:4][C@@H:5]1[C@@H:9]([CH2:10][OH:11])[O:8][C@@H:7]([N:12]2[CH:19]=[C:18](I)[C:16](=[O:17])[NH:15][C:13]2=[O:14])[CH2:6]1)[CH:2]=[CH2:3].C(N(CC)CC)C.[CH2:28]([NH:31][C:32](=[O:37])[C:33]([F:36])([F:35])[F:34])[C:29]#[CH:30]. The catalyst is CN(C=O)C.[Cu]I.C1C=CC([P]([Pd]([P](C2C=CC=CC=2)(C2C=CC=CC=2)C2C=CC=CC=2)([P](C2C=CC=CC=2)(C2C=CC=CC=2)C2C=CC=CC=2)[P](C2C=CC=CC=2)(C2C=CC=CC=2)C2C=CC=CC=2)(C2C=CC=CC=2)C2C=CC=CC=2)=CC=1. The product is [CH2:1]([O:4][C@@H:5]1[C@@H:9]([CH2:10][OH:11])[O:8][C@@H:7]([N:12]2[CH:19]=[C:18]([C:30]#[C:29][CH2:28][NH:31][C:32](=[O:37])[C:33]([F:36])([F:35])[F:34])[C:16](=[O:17])[NH:15][C:13]2=[O:14])[CH2:6]1)[CH:2]=[CH2:3]. The yield is 0.950. (3) The reactants are C[O:2][C:3](=[O:17])[CH2:4][C:5]1[C:13](C([O-])=O)=[C:8]2[CH2:9][CH2:10][CH2:11][CH2:12][N:7]2[N:6]=1.[ClH:18]. No catalyst specified. The product is [ClH:18].[N:6]1[N:7]2[CH2:12][CH2:11][CH2:10][CH2:9][C:8]2=[CH:13][C:5]=1[CH2:4][C:3]([OH:17])=[O:2]. The yield is 0.880. (4) The reactants are [CH2:1]([O:3][C:4]([C:6]1[NH:16][C:9]2=[N:10][C:11]([Cl:15])=[C:12]([CH3:14])[CH:13]=[C:8]2[CH:7]=1)=[O:5])[CH3:2].CC(C)([O-])C.[K+].[C:23]([O:27][C:28]([N:30]1[CH2:34][C@H:33]([CH3:35])OS1(=O)=O)=[O:29])([CH3:26])([CH3:25])[CH3:24]. The catalyst is CN(C)C=O. The product is [CH2:1]([O:3][C:4]([C:6]1[N:16]([C@H:33]([CH3:35])[CH2:34][NH:30][C:28]([O:27][C:23]([CH3:26])([CH3:25])[CH3:24])=[O:29])[C:9]2=[N:10][C:11]([Cl:15])=[C:12]([CH3:14])[CH:13]=[C:8]2[CH:7]=1)=[O:5])[CH3:2]. The yield is 0.878. (5) The reactants are [CH3:1][N:2]1[CH:7]2[CH2:8][CH2:9][CH:3]1[CH2:4][C:5](=O)[CH2:6]2.Cl.[NH2:12][OH:13]. The catalyst is C(O)C. The product is [CH3:1][N:2]1[CH:7]2[CH2:8][CH2:9][CH:3]1[CH2:4][C:5](=[N:12][OH:13])[CH2:6]2. The yield is 0.930. (6) The reactants are [C:1]([C:3]1[CH:8]=[CH:7][C:6]([NH:9][C:10]([N:12]2[CH:17]([CH2:18][OH:19])[CH2:16][N:15]3[N:20]=[C:21]([I:26])[C:22]([C:23](O)=[O:24])=[C:14]3[CH2:13]2)=[O:11])=[CH:5][CH:4]=1)#[N:2].C[N:28](C(ON1N=NC2C=CC=NC1=2)=[N+](C)C)C.F[P-](F)(F)(F)(F)F.C(N(C(C)C)CC)(C)C.[Cl-].[NH4+]. The catalyst is CN(C=O)C. The product is [C:1]([C:3]1[CH:4]=[CH:5][C:6]([NH:9][C:10]([N:12]2[CH:17]([CH2:18][OH:19])[CH2:16][N:15]3[N:20]=[C:21]([I:26])[C:22]([C:23]([NH2:28])=[O:24])=[C:14]3[CH2:13]2)=[O:11])=[CH:7][CH:8]=1)#[N:2]. The yield is 0.670.